This data is from Reaction yield outcomes from USPTO patents with 853,638 reactions. The task is: Predict the reaction yield, written as a fraction of the theoretical maximum amount of product (1.0 means a 100% yield; for example, 0.34 means a 34% yield). (1) The reactants are C(C1C=C([NH:10][C:11]([NH:13][C:14]2[CH:19]=[CH:18][C:17]([Cl:20])=[CH:16][CH:15]=2)=[O:12])N(C2C=C(C=CC=2)C(OCC)=O)N=1)(C)(C)C.[H-].[H-].[H-].[H-].[Li+].[Al+3]. The catalyst is C1COCC1. The product is [Cl:20][C:17]1[CH:16]=[CH:15][C:14]([NH:13][C:11](=[O:12])[NH2:10])=[CH:19][CH:18]=1. The yield is 0.970. (2) The reactants are [Br:1][C:2]1[S:6][C:5]([C:7](N(OC)C)=[O:8])=[C:4]([Cl:13])[CH:3]=1.[CH3:14][Mg+].[Br-]. The catalyst is C1COCC1. The product is [Br:1][C:2]1[S:6][C:5]([C:7](=[O:8])[CH3:14])=[C:4]([Cl:13])[CH:3]=1. The yield is 0.750.